From a dataset of Catalyst prediction with 721,799 reactions and 888 catalyst types from USPTO. Predict which catalyst facilitates the given reaction. (1) Product: [C:21]([NH:1][C:4]1[CH:9]=[CH:8][C:7]([O:10][C:11](=[O:13])[CH3:12])=[CH:6][CH:5]=1)(=[O:24])[CH:22]=[CH2:23]. Reactant: [N+:1]([C:4]1[CH:9]=[CH:8][C:7]([O:10][C:11](=[O:13])[CH3:12])=[CH:6][CH:5]=1)([O-])=O.C(N(CC)CC)C.[C:21](Cl)(=[O:24])[CH:22]=[CH2:23]. The catalyst class is: 687. (2) Reactant: O[N:2]=[CH:3][C:4]1[CH:19]=[CH:18][C:7]([O:8][C@@H:9]([CH:15]([CH3:17])[CH3:16])[C:10]([O:12][CH2:13][CH3:14])=[O:11])=[CH:6][CH:5]=1.[C:20](O[C:20]([O:22][C:23]([CH3:26])([CH3:25])[CH3:24])=[O:21])([O:22][C:23]([CH3:26])([CH3:25])[CH3:24])=[O:21]. Product: [C:23]([O:22][C:20]([NH:2][CH2:3][C:4]1[CH:19]=[CH:18][C:7]([O:8][C@@H:9]([CH:15]([CH3:17])[CH3:16])[C:10]([O:12][CH2:13][CH3:14])=[O:11])=[CH:6][CH:5]=1)=[O:21])([CH3:26])([CH3:25])[CH3:24]. The catalyst class is: 29. (3) Reactant: [ClH:1].[CH3:2][O:3][C:4]1[CH:5]=[C:6]([C:14]2[CH:34]=[CH:33][C:17]([C:18]([N:20]3[CH2:25][CH2:24][N:23]([CH2:26][C:27]4[CH:32]=[CH:31][CH:30]=[CH:29][CH:28]=4)[CH2:22][CH2:21]3)=[O:19])=[CH:16][CH:15]=2)[CH:7]=[C:8]([O:12][CH3:13])[C:9]=1[O:10][CH3:11]. Product: [ClH:1].[ClH:1].[CH3:2][O:3][C:4]1[CH:5]=[C:6]([C:14]2[CH:34]=[CH:33][C:17]([C:18]([N:20]3[CH2:21][CH2:22][N:23]([CH2:26][C:27]4[CH:32]=[CH:31][C:30]([CH2:26][N:23]5[CH2:22][CH2:21][N:20]([C:18](=[O:19])[C:17]6[CH:33]=[CH:34][C:14]([C:6]7[CH:7]=[C:8]([O:12][CH3:13])[C:9]([O:10][CH3:11])=[C:4]([O:3][CH3:2])[CH:5]=7)=[CH:15][CH:16]=6)[CH2:25][CH2:24]5)=[CH:29][CH:28]=4)[CH2:24][CH2:25]3)=[O:19])=[CH:16][CH:15]=2)[CH:7]=[C:8]([O:12][CH3:13])[C:9]=1[O:10][CH3:11]. The catalyst class is: 8. (4) Reactant: [Cl:1][C:2]1[CH:3]=[C:4]([N:9]2[C:13]([C:14]([Cl:17])([Cl:16])[Cl:15])=[N:12][C:11]([C:18]([OH:20])=O)=[N:10]2)[CH:5]=[CH:6][C:7]=1[Cl:8].CN(C(F)=[N+](C)C)C.F[P-](F)(F)(F)(F)F.[NH2:36][C:37]1[CH:44]=[CH:43][C:40]([C:41]#[N:42])=[CH:39][C:38]=1[Cl:45]. Product: [Cl:45][C:38]1[CH:39]=[C:40]([C:41]#[N:42])[CH:43]=[CH:44][C:37]=1[NH:36][C:18]([C:11]1[N:12]=[C:13]([C:14]([Cl:17])([Cl:16])[Cl:15])[N:9]([C:4]2[CH:5]=[CH:6][C:7]([Cl:8])=[C:2]([Cl:1])[CH:3]=2)[N:10]=1)=[O:20]. The catalyst class is: 2. (5) Reactant: [F:1][C:2]1([F:33])[O:6][C:5]2[CH:7]=[CH:8][C:9]([C:11]3([C:14]([NH:16][C@H:17]4[CH2:22][CH2:21][O:20][C@@H:19]([C:23]5[CH:24]=[C:25]([CH:30]=[CH:31][CH:32]=5)[C:26](OC)=[O:27])[CH2:18]4)=[O:15])[CH2:13][CH2:12]3)=[CH:10][C:4]=2[O:3]1.[BH4-].[Na+]. Product: [F:33][C:2]1([F:1])[O:6][C:5]2[CH:7]=[CH:8][C:9]([C:11]3([C:14]([NH:16][C@H:17]4[CH2:22][CH2:21][O:20][C@@H:19]([C:23]5[CH:32]=[CH:31][CH:30]=[C:25]([CH2:26][OH:27])[CH:24]=5)[CH2:18]4)=[O:15])[CH2:13][CH2:12]3)=[CH:10][C:4]=2[O:3]1. The catalyst class is: 83. (6) Reactant: [F:1][C:2]1[C:7]2[NH:8][C:9](=S)[CH2:10][CH2:11][NH:12][C:6]=2[CH:5]=[CH:4][CH:3]=1.[C:14]([NH:17][NH2:18])(=O)[CH3:15]. Product: [F:1][C:2]1[C:7]2[N:8]3[C:14]([CH3:15])=[N:17][N:18]=[C:9]3[CH2:10][CH2:11][NH:12][C:6]=2[CH:5]=[CH:4][CH:3]=1. The catalyst class is: 51. (7) Reactant: [CH2:1]([O:8][C:9]1[C:14]([N+:15]([O-:17])=[O:16])=[C:13](Cl)[CH:12]=[CH:11][N:10]=1)[C:2]1[CH:7]=[CH:6][CH:5]=[CH:4][CH:3]=1.[Cl:19][C:20]1[CH:25]=[C:24]([O:26][CH:27]([F:29])[F:28])[CH:23]=[CH:22][C:21]=1B(O)O.CCOC(C)=O.O. Product: [CH2:1]([O:8][C:9]1[C:14]([N+:15]([O-:17])=[O:16])=[C:13]([C:21]2[CH:22]=[CH:23][C:24]([O:26][CH:27]([F:28])[F:29])=[CH:25][C:20]=2[Cl:19])[CH:12]=[CH:11][N:10]=1)[C:2]1[CH:7]=[CH:6][CH:5]=[CH:4][CH:3]=1. The catalyst class is: 600. (8) Reactant: Cl[C:2]([O:4][CH2:5][C:6]1[CH:11]=[CH:10][CH:9]=[CH:8][CH:7]=1)=[O:3].Br.[Br:13][CH2:14][CH2:15][NH2:16].O1CCOCC1.Br.BrCCN.[OH-].[Na+]. Product: [Br:13][CH2:14][CH2:15][NH:16][C:2](=[O:3])[O:4][CH2:5][C:6]1[CH:11]=[CH:10][CH:9]=[CH:8][CH:7]=1. The catalyst class is: 127. (9) Reactant: [C:1]([O:5][C:6]([N:8]1[C:16]2[C:11](=[CH:12][C:13](Br)=[CH:14][CH:15]=2)[CH:10]=[CH:9]1)=[O:7])([CH3:4])([CH3:3])[CH3:2].C([Li])(C)(C)C.[C:23]([O:27][C:28]([N:30]1[CH2:34][CH2:33][CH2:32][C:31]1([CH:38]=[O:39])[CH2:35][CH2:36][CH3:37])=[O:29])([CH3:26])([CH3:25])[CH3:24]. Product: [C:1]([O:5][C:6]([N:8]1[C:16]2[C:11](=[CH:12][C:13]([CH:38]([C:31]3([CH2:35][CH2:36][CH3:37])[CH2:32][CH2:33][CH2:34][N:30]3[C:28]([O:27][C:23]([CH3:25])([CH3:24])[CH3:26])=[O:29])[OH:39])=[CH:14][CH:15]=2)[CH:10]=[CH:9]1)=[O:7])([CH3:4])([CH3:3])[CH3:2]. The catalyst class is: 28. (10) Reactant: CI.[K].[Cs].[C:5](=O)([O-])[O-].[OH:9][C:10]1[CH:19]=[C:18]2[C:13]([CH:14]=[C:15]([C:21]([O:23][CH3:24])=[O:22])[C:16](=[O:20])[O:17]2)=[CH:12][CH:11]=1. Product: [CH3:5][O:9][C:10]1[CH:19]=[C:18]2[C:13]([CH:14]=[C:15]([C:21]([O:23][CH3:24])=[O:22])[C:16](=[O:20])[O:17]2)=[CH:12][CH:11]=1. The catalyst class is: 248.